Dataset: Reaction yield outcomes from USPTO patents with 853,638 reactions. Task: Predict the reaction yield, written as a fraction of the theoretical maximum amount of product (1.0 means a 100% yield; for example, 0.34 means a 34% yield). The reactants are [C:1]([C:5]1[CH:10]=[C:9]([F:11])[C:8]([N+:12]([O-])=O)=[CH:7][C:6]=1[OH:15])([CH3:4])([CH3:3])[CH3:2].C([O-])=O.[NH4+]. The catalyst is CCO.[Pd]. The product is [C:1]([C:5]1[CH:10]=[C:9]([F:11])[C:8]([NH2:12])=[CH:7][C:6]=1[OH:15])([CH3:4])([CH3:2])[CH3:3]. The yield is 0.830.